From a dataset of Full USPTO retrosynthesis dataset with 1.9M reactions from patents (1976-2016). Predict the reactants needed to synthesize the given product. (1) Given the product [NH2:1][C:2]1[C:3]([N:9]2[CH2:14][CH2:13][CH:12]([CH2:15][OH:16])[CH2:11][CH2:10]2)=[N:4][C:5]([C:20]2[CH:21]=[CH:22][N:17]=[CH:18][CH:19]=2)=[CH:6][N:7]=1, predict the reactants needed to synthesize it. The reactants are: [NH2:1][C:2]1[C:3]([N:9]2[CH2:14][CH2:13][CH:12]([CH2:15][OH:16])[CH2:11][CH2:10]2)=[N:4][C:5](Br)=[CH:6][N:7]=1.[N:17]1[CH:22]=[CH:21][C:20](B(O)O)=[CH:19][CH:18]=1. (2) Given the product [CH2:29]([N:8]1[C:7]2[N:6]=[CH:5][NH:4][C:3]=2[C:2](=[O:1])[N:10]2[C:13]([CH2:14][CH2:15][CH2:16][N:17]3[CH:21]=[C:20]([C:22]4[CH:27]=[CH:26][CH:25]=[CH:24][CH:23]=4)[CH:19]=[N:18]3)=[N:12][N:11]=[C:9]12)[CH2:30][CH2:31][CH2:32][CH3:33], predict the reactants needed to synthesize it. The reactants are: [O:1]=[C:2]1[NH:10]/[C:9](=[N:11]\[NH:12][C:13](=O)[CH2:14][CH2:15][CH2:16][N:17]2[CH:21]=[C:20]([C:22]3[CH:27]=[CH:26][CH:25]=[CH:24][CH:23]=3)[CH:19]=[N:18]2)/[N:8]([CH2:29][CH2:30][CH2:31][CH2:32][CH3:33])[C:7]2[N:6]=[CH:5][NH:4][C:3]1=2. (3) Given the product [CH3:1][O:2][C:3]1[CH:4]=[C:13]([C:14]([O:16][CH3:17])=[O:15])[C:12]([C:11]([O:19][CH3:20])=[O:18])=[C:7]([CH3:9])[CH:8]=1, predict the reactants needed to synthesize it. The reactants are: [CH3:1][O:2][C:3]1[CH:8]=[C:7]([CH3:9])OC(=O)[CH:4]=1.[C:11]([O:19][CH3:20])(=[O:18])[C:12]#[C:13][C:14]([O:16][CH3:17])=[O:15]. (4) Given the product [C:13]1([CH:19]2[CH2:28][CH2:27][C:26]3[C:21](=[CH:22][CH:23]=[C:24]([O:29][C:30]4[S:31][C:32]([CH2:35][NH:36][S:8]([C:5]5[C:4]([CH3:12])=[N:3][N:2]([CH3:1])[C:6]=5[CH3:7])(=[O:10])=[O:9])=[CH:33][N:34]=4)[CH:25]=3)[O:20]2)[CH:18]=[CH:17][CH:16]=[CH:15][CH:14]=1, predict the reactants needed to synthesize it. The reactants are: [CH3:1][N:2]1[C:6]([CH3:7])=[C:5]([S:8](Cl)(=[O:10])=[O:9])[C:4]([CH3:12])=[N:3]1.[C:13]1([CH:19]2[CH2:28][CH2:27][C:26]3[C:21](=[CH:22][CH:23]=[C:24]([O:29][C:30]4[S:31][C:32]([CH2:35][NH2:36])=[CH:33][N:34]=4)[CH:25]=3)[O:20]2)[CH:18]=[CH:17][CH:16]=[CH:15][CH:14]=1.C(N(CC)CC)C.